This data is from Forward reaction prediction with 1.9M reactions from USPTO patents (1976-2016). The task is: Predict the product of the given reaction. (1) Given the reactants [Cl:1][C:2]1[CH:7]=[CH:6][C:5]([C:8]2[C:14]3[CH:15]=[C:16]([O:19][CH3:20])[CH:17]=[CH:18][C:13]=3[N:12]3[C:21]([CH3:24])=[N:22][N:23]=[C:11]3[C@H:10]([CH2:25][C:26](O)=[O:27])[N:9]=2)=[CH:4][CH:3]=1.CCN=C=NCCCN(C)C.C1C=CC2N(O)N=NC=2C=1.[NH2:50][CH2:51][CH2:52][O:53][C:54]1[CH:55]=[CH:56][C:57]2[N:63]3[C:64]([CH3:67])=[N:65][N:66]=[C:62]3[C@H:61]([CH2:68][C:69]([NH:71][CH2:72][CH3:73])=[O:70])[N:60]=[C:59]([C:74]3[CH:79]=[CH:78][C:77]([Cl:80])=[CH:76][CH:75]=3)[C:58]=2[CH:81]=1, predict the reaction product. The product is: [Cl:80][C:77]1[CH:76]=[CH:75][C:74]([C:59]2[C:58]3[CH:81]=[C:54]([O:53][CH2:52][CH2:51][NH:50][C:26](=[O:27])[CH2:25][C@@H:10]4[N:9]=[C:8]([C:5]5[CH:6]=[CH:7][C:2]([Cl:1])=[CH:3][CH:4]=5)[C:14]5[CH:15]=[C:16]([O:19][CH3:20])[CH:17]=[CH:18][C:13]=5[N:12]5[C:21]([CH3:24])=[N:22][N:23]=[C:11]45)[CH:55]=[CH:56][C:57]=3[N:63]3[C:64]([CH3:67])=[N:65][N:66]=[C:62]3[C@H:61]([CH2:68][C:69]([NH:71][CH2:72][CH3:73])=[O:70])[N:60]=2)=[CH:79][CH:78]=1. (2) Given the reactants [C:1]([C:4]1[CH:5]=[CH:6][C:7]([C:15]2[CH2:16][N:17]([C:21]([O:23][C:24]([CH3:27])([CH3:26])[CH3:25])=[O:22])[CH2:18][CH2:19][CH:20]=2)=[C:8]2[C:12]=1[NH:11][C:10]([CH3:13])=[C:9]2[CH3:14])(=[O:3])[NH2:2].CN(C=O)C, predict the reaction product. The product is: [C:1]([C:4]1[CH:5]=[CH:6][C:7]([CH:15]2[CH2:20][CH2:19][CH2:18][N:17]([C:21]([O:23][C:24]([CH3:27])([CH3:26])[CH3:25])=[O:22])[CH2:16]2)=[C:8]2[C:12]=1[NH:11][C:10]([CH3:13])=[C:9]2[CH3:14])(=[O:3])[NH2:2]. (3) Given the reactants [C:1](#[N:10])[CH:2]=[CH:3][C:4]1[CH:9]=[CH:8][CH:7]=[CH:6][CH:5]=1.[NH2:11][OH:12], predict the reaction product. The product is: [OH:12][N:11]=[C:1]([NH2:10])[CH:2]=[CH:3][C:4]1[CH:9]=[CH:8][CH:7]=[CH:6][CH:5]=1. (4) The product is: [CH3:1][O:2][C:3](=[O:25])[C:4]1[CH:9]=[CH:8][C:7]([NH:10][CH2:11][CH2:12][N:13]([C:15]([O:17][C:18]([CH3:19])([CH3:21])[CH3:20])=[O:16])[CH3:14])=[C:6]([NH2:22])[CH:5]=1. Given the reactants [CH3:1][O:2][C:3](=[O:25])[C:4]1[CH:9]=[CH:8][C:7]([NH:10][CH2:11][CH2:12][N:13]([C:15]([O:17][C:18]([CH3:21])([CH3:20])[CH3:19])=[O:16])[CH3:14])=[C:6]([N+:22]([O-])=O)[CH:5]=1, predict the reaction product. (5) Given the reactants [NH2:1][C:2]([C:12]1[CH:17]=[C:16]([Br:18])[CH:15]=[CH:14][C:13]=1[F:19])([CH3:11])[CH2:3][C:4]1([SH:10])[CH2:9][CH2:8][O:7][CH2:6][CH2:5]1.[Br:20][C:21]1[CH:22]=[CH:23][C:24]([F:47])=[C:25]([C:27]([NH2:46])([CH3:45])[CH2:28][C:29]2([S:35]CC3C=CC(OC)=CC=3)[CH2:34][CH2:33][O:32][CH2:31][CH2:30]2)[CH:26]=1.C1(OC)C=CC=CC=1, predict the reaction product. The product is: [Br:18][C:16]1[CH:15]=[CH:14][C:13]([F:19])=[C:12]([C:2]2([CH3:11])[CH2:3][C:4]3([CH2:9][CH2:8][O:7][CH2:6][CH2:5]3)[S:10][C:27]([NH2:46])=[N:1]2)[CH:17]=1.[NH2:46][C:27]([C:25]1[CH:26]=[C:21]([Br:20])[CH:22]=[CH:23][C:24]=1[F:47])([CH3:45])[CH2:28][C:29]1([SH:35])[CH2:34][CH2:33][O:32][CH2:31][CH2:30]1. (6) Given the reactants Cl.[NH2:2][CH2:3][CH2:4][C:5]1[O:9][N:8]=[C:7]([C:10]2[CH:17]=[CH:16][C:13]([C:14]#[N:15])=[C:12]([Cl:18])[C:11]=2[CH3:19])[CH:6]=1.[N:20]1[CH:25]=[CH:24][CH:23]=[C:22]([C:26]2[CH:30]=[C:29]([C:31](O)=[O:32])[NH:28][N:27]=2)[CH:21]=1.C1C=C2N=NN(O)C2=CC=1.O.CCN(C(C)C)C(C)C.CCN=C=NCCCN(C)C, predict the reaction product. The product is: [Cl:18][C:12]1[C:11]([CH3:19])=[C:10]([C:7]2[CH:6]=[C:5]([CH2:4][CH2:3][NH:2][C:31]([C:29]3[NH:28][N:27]=[C:26]([C:22]4[CH:21]=[N:20][CH:25]=[CH:24][CH:23]=4)[CH:30]=3)=[O:32])[O:9][N:8]=2)[CH:17]=[CH:16][C:13]=1[C:14]#[N:15]. (7) The product is: [Cl:12][C:13]1[C:21]([S:22]([CH3:1])(=[O:24])=[O:23])=[CH:20][C:16]([C:17]([OH:19])=[O:18])=[C:15]([O:26][CH2:27][CH3:28])[CH:14]=1. Given the reactants [C:1](=O)(O)[O-].[Na+].S([O-])([O-])=O.[Na+].[Na+].[Cl:12][C:13]1[C:21]([S:22](Cl)(=[O:24])=[O:23])=[CH:20][C:16]([C:17]([OH:19])=[O:18])=[C:15]([O:26][CH2:27][CH3:28])[CH:14]=1.ClCC(O)=O.[OH-].[Na+].Cl, predict the reaction product.